From a dataset of Full USPTO retrosynthesis dataset with 1.9M reactions from patents (1976-2016). Predict the reactants needed to synthesize the given product. (1) Given the product [CH3:16][O:17][C:18](=[O:25])[CH:19]([N:12]1[CH:13]=[CH:14][C:9]([O:8][CH2:1][C:2]2[CH:3]=[CH:4][CH:5]=[CH:6][CH:7]=2)=[CH:10][C:11]1=[O:15])[CH2:20][CH:21]([CH3:23])[CH3:22], predict the reactants needed to synthesize it. The reactants are: [CH2:1]([O:8][C:9]1[CH:14]=[CH:13][NH:12][C:11](=[O:15])[CH:10]=1)[C:2]1[CH:7]=[CH:6][CH:5]=[CH:4][CH:3]=1.[CH3:16][O:17][C:18](=[O:25])[CH:19](Br)[CH2:20][CH:21]([CH3:23])[CH3:22].C(=O)([O-])[O-].[K+].[K+]. (2) Given the product [ClH:16].[Br:1][C:2]1[CH:3]=[C:4]([CH:7]=[CH:8][C:9]=1[F:10])[CH:5]=[N:15][NH:14][C:11]([NH2:13])=[NH:12], predict the reactants needed to synthesize it. The reactants are: [Br:1][C:2]1[CH:3]=[C:4]([CH:7]=[CH:8][C:9]=1[F:10])[CH:5]=O.[C:11]([NH:14][NH2:15])([NH2:13])=[NH:12].[ClH:16]. (3) Given the product [C:32]([O:31][C:30]([NH:29][C@H:26]1[CH2:27][CH2:28][C@H:24]([S:18][CH2:17][C:3]2[N:4]=[C:5]([C:7]3[CH:8]=[CH:9][C:10]([C:11]([O:13][CH3:14])=[O:12])=[CH:15][CH:16]=3)[O:6][C:2]=2[CH3:1])[CH2:25]1)=[O:36])([CH3:35])([CH3:33])[CH3:34], predict the reactants needed to synthesize it. The reactants are: [CH3:1][C:2]1[O:6][C:5]([C:7]2[CH:16]=[CH:15][C:10]([C:11]([O:13][CH3:14])=[O:12])=[CH:9][CH:8]=2)=[N:4][C:3]=1[CH2:17][SH:18].CS(O[C@@H:24]1[CH2:28][CH2:27][C@H:26]([NH:29][C:30](=[O:36])[O:31][C:32]([CH3:35])([CH3:34])[CH3:33])[CH2:25]1)(=O)=O. (4) Given the product [CH3:16][C:3]1[C:2]([NH:1][S:22]([C:18]2[S:17][CH:21]=[CH:20][CH:19]=2)(=[O:24])=[O:23])=[C:10]2[C:6]([CH:7]=[C:8]([C:11]([O:13][CH2:14][CH3:15])=[O:12])[NH:9]2)=[CH:5][CH:4]=1, predict the reactants needed to synthesize it. The reactants are: [NH2:1][C:2]1[C:3]([CH3:16])=[CH:4][CH:5]=[C:6]2[C:10]=1[NH:9][C:8]([C:11]([O:13][CH2:14][CH3:15])=[O:12])=[CH:7]2.[S:17]1[CH:21]=[CH:20][CH:19]=[C:18]1[S:22](Cl)(=[O:24])=[O:23].